Dataset: Forward reaction prediction with 1.9M reactions from USPTO patents (1976-2016). Task: Predict the product of the given reaction. (1) Given the reactants C(N(C(C)C)CC)(C)C.[Br:10][C:11]1[CH:12]=[C:13]([NH:17][C:18]2[C:27]3[C:22](=[CH:23][C:24]([O:32][CH3:33])=[C:25]([O:28][CH2:29][CH2:30]Br)[CH:26]=3)[N:21]=[CH:20][N:19]=2)[CH:14]=[CH:15][CH:16]=1.[OH:34][C@@H:35]([CH3:46])[CH2:36][NH:37][CH2:38][C:39]([O:41][C:42]([CH3:45])([CH3:44])[CH3:43])=[O:40], predict the reaction product. The product is: [Br:10][C:11]1[CH:12]=[C:13]([NH:17][C:18]2[C:27]3[C:22](=[CH:23][C:24]([O:32][CH3:33])=[C:25]([O:28][CH2:29][CH2:30][N:37]([CH2:38][C:39]([O:41][C:42]([CH3:43])([CH3:45])[CH3:44])=[O:40])[CH2:36][C@@H:35]([OH:34])[CH3:46])[CH:26]=3)[N:21]=[CH:20][N:19]=2)[CH:14]=[CH:15][CH:16]=1. (2) Given the reactants [C:1](=[O:58])([O:6][CH:7]([C@:9]12[O:16][C@:13]([C:17]3[CH:22]=[CH:21][C:20]([Cl:23])=[C:19]([CH2:24][C:25]4[CH:30]=[CH:29][C:28]([O:31][CH2:32][CH3:33])=[CH:27][CH:26]=4)[CH:18]=3)([O:14][CH2:15]1)[C@H:12]([O:34]CC1C=CC=CC=1)[C@@H:11]([O:42]CC1C=CC=CC=1)[CH:10]2[O:50]CC1C=CC=CC=1)[CH3:8])[O:2][CH:3]([CH3:5])[CH3:4].ClC1C=CC=CC=1Cl, predict the reaction product. The product is: [C:1](=[O:58])([O:2][CH:3]([CH3:5])[CH3:4])[O:6][CH:7]([C@:9]12[O:16][C@:13]([C:17]3[CH:22]=[CH:21][C:20]([Cl:23])=[C:19]([CH2:24][C:25]4[CH:30]=[CH:29][C:28]([O:31][CH2:32][CH3:33])=[CH:27][CH:26]=4)[CH:18]=3)([O:14][CH2:15]1)[C@H:12]([OH:34])[C@@H:11]([OH:42])[CH:10]2[OH:50])[CH3:8]. (3) Given the reactants [NH:1]1[CH2:6][CH2:5][NH:4][CH2:3][CH2:2]1.Cl[C:8]1[C:13]([O:14][CH3:15])=[C:12](Cl)[N:11]=[CH:10][N:9]=1.[H][H], predict the reaction product. The product is: [CH3:15][O:14][C:13]1[C:8]([N:1]2[CH2:6][CH2:5][NH:4][CH2:3][CH2:2]2)=[N:9][CH:10]=[N:11][CH:12]=1. (4) Given the reactants [CH3:1][O:2][C:3](=[O:16])[CH2:4][CH:5]([N:7](CC1C=CC=CC=1)[CH3:8])[CH3:6], predict the reaction product. The product is: [CH3:1][O:2][C:3](=[O:16])[CH2:4][CH:5]([NH:7][CH3:8])[CH3:6]. (5) Given the reactants [CH2:1]([C:3]1[CH:4]=[C:5]2[C:10](=[CH:11][C:12]=1[OH:13])[O:9][C:8]([C:14]([OH:16])=[O:15])=[C:7]([C:17]1[CH:22]=[CH:21][C:20]([O:23][CH3:24])=[CH:19][CH:18]=1)[C:6]2=O)[CH3:2].O.[NH2:27][NH2:28], predict the reaction product. The product is: [CH2:1]([C:3]1[C:12]([OH:13])=[CH:11][C:10]([OH:9])=[C:5]([C:6]2[C:7]([C:17]3[CH:22]=[CH:21][C:20]([O:23][CH3:24])=[CH:19][CH:18]=3)=[C:8]([C:14]([OH:16])=[O:15])[NH:27][N:28]=2)[CH:4]=1)[CH3:2].